Predict the reaction yield, written as a fraction of the theoretical maximum amount of product (1.0 means a 100% yield; for example, 0.34 means a 34% yield). From a dataset of Reaction yield outcomes from USPTO patents with 853,638 reactions. (1) The yield is 0.390. The product is [CH3:1][O:2][C:3]1[CH:8]=[CH:7][CH:6]=[CH:5][C:4]=1[C:9]1[NH:10][C:11]2[C:16]([CH:17]=1)=[CH:15][C:14]([CH:18]1[CH2:19][CH2:20][N:21]([CH2:26][CH2:27][NH:28][CH3:29])[CH2:22][C:23]1([CH3:25])[CH3:24])=[CH:13][CH:12]=2. The reactants are [CH3:1][O:2][C:3]1[CH:8]=[CH:7][CH:6]=[CH:5][C:4]=1[C:9]1[NH:10][C:11]2[C:16]([CH:17]=1)=[CH:15][C:14]([C:18]1[C:23]([CH3:25])([CH3:24])[CH2:22][N:21]([CH2:26][CH2:27][N:28](C)[C:29](=O)OC(C)(C)C)[CH2:20][CH:19]=1)=[CH:13][CH:12]=2.C(O)(C(F)(F)F)=O. The catalyst is [Pd].CO.ClC(Cl)C. (2) The reactants are [Br:1][C:2]1[CH:7]=[C:6]([F:8])[CH:5]=[CH:4][C:3]=1[CH:9]1[C:14]([C:15]([O:17][CH2:18][CH3:19])=[O:16])=[C:13]([CH3:20])[NH:12][C:11]([C:21]2[S:22][CH:23]=[N:24][N:25]=2)=[N:10]1.C1C(=O)N([Br:33])C(=O)C1. No catalyst specified. The product is [Br:1][C:2]1[CH:7]=[C:6]([F:8])[CH:5]=[CH:4][C:3]=1[CH:9]1[C:14]([C:15]([O:17][CH2:18][CH3:19])=[O:16])=[C:13]([CH2:20][Br:33])[NH:12][C:11]([C:21]2[S:22][CH:23]=[N:24][N:25]=2)=[N:10]1. The yield is 0.710. (3) The catalyst is C1COCC1. The yield is 0.800. The reactants are [CH3:1][S:2]([CH2:5][CH2:6][NH:7][CH2:8][C:9]1[O:13][C:12]([C:14]2[CH:15]=[CH:16][C:17]3[N:23]=[CH:22][N:21]=[C:20]([NH:24][C:25]4[CH:26]=[CH:27][C:28]([O:32][CH2:33][C:34]5[CH:35]=[CH:36][CH:37]=[C:38]([F:40])[CH:39]=5)=[C:29]([Cl:31])[CH:30]=4)[C:18]=3[CH:19]=2)=[CH:11][CH:10]=1)(=[O:4])=[O:3].[CH3:41][C:42]1[CH:43]=[CH:44][C:45]([S:48]([OH:51])(=[O:50])=[O:49])=[CH:46][CH:47]=1. The product is [CH3:41][C:42]1[CH:47]=[CH:46][C:45]([S:48]([OH:51])(=[O:50])=[O:49])=[CH:44][CH:43]=1.[CH3:41][C:42]1[CH:47]=[CH:46][C:45]([S:48]([OH:51])(=[O:50])=[O:49])=[CH:44][CH:43]=1.[CH3:1][S:2]([CH2:5][CH2:6][NH:7][CH2:8][C:9]1[O:13][C:12]([C:14]2[CH:15]=[CH:16][C:17]3[N:23]=[CH:22][N:21]=[C:20]([NH:24][C:25]4[CH:26]=[CH:27][C:28]([O:32][CH2:33][C:34]5[CH:35]=[CH:36][CH:37]=[C:38]([F:40])[CH:39]=5)=[C:29]([Cl:31])[CH:30]=4)[C:18]=3[CH:19]=2)=[CH:11][CH:10]=1)(=[O:4])=[O:3].[OH2:3]. (4) The reactants are C([N:8]1[CH2:13][CH2:12][C:11]2[N:14]3[N:19]=[C:18]([C:20]4[CH:25]=[CH:24][C:23]([O:26][C:27]5[CH:32]=[CH:31][CH:30]=[CH:29][CH:28]=5)=[CH:22][CH:21]=4)[C:17]([C:33]([NH2:35])=[O:34])=[C:15]3[NH:16][C:10]=2[CH2:9]1)C1C=CC=CC=1. The catalyst is CO.[Pd]. The product is [O:26]([C:23]1[CH:22]=[CH:21][C:20]([C:18]2[C:17]([C:33]([NH2:35])=[O:34])=[C:15]3[NH:16][C:10]4[CH2:9][NH:8][CH2:13][CH2:12][C:11]=4[N:14]3[N:19]=2)=[CH:25][CH:24]=1)[C:27]1[CH:32]=[CH:31][CH:30]=[CH:29][CH:28]=1. The yield is 0.770.